From a dataset of Full USPTO retrosynthesis dataset with 1.9M reactions from patents (1976-2016). Predict the reactants needed to synthesize the given product. Given the product [NH2:1][C:2]([NH:4][C:5]1[CH:9]=[C:8]([C:10]2[CH:11]=[CH:12][C:13]([Cl:16])=[CH:14][CH:15]=2)[S:7][C:6]=1[C:17]([NH:25][C@H:26]1[CH2:31][CH2:30][CH2:29][N:28]([C:32]([O:34][C:35]([CH3:38])([CH3:37])[CH3:36])=[O:33])[CH2:27]1)=[O:19])=[O:3], predict the reactants needed to synthesize it. The reactants are: [NH2:1][C:2]([NH:4][C:5]1[CH:9]=[C:8]([C:10]2[CH:15]=[CH:14][C:13]([Cl:16])=[CH:12][CH:11]=2)[S:7][C:6]=1[C:17]([O:19]C)=O)=[O:3].C[Al](C)C.[NH2:25][C@H:26]1[CH2:31][CH2:30][CH2:29][N:28]([C:32]([O:34][C:35]([CH3:38])([CH3:37])[CH3:36])=[O:33])[CH2:27]1.[C@H](O)(C([O-])=O)[C@@H](O)C([O-])=O.[Na+].[K+].